From a dataset of Reaction yield outcomes from USPTO patents with 853,638 reactions. Predict the reaction yield, written as a fraction of the theoretical maximum amount of product (1.0 means a 100% yield; for example, 0.34 means a 34% yield). (1) The reactants are [N:1]1[C:6]2[CH2:7][CH2:8][N:9]([CH2:11][CH2:12][CH2:13][CH2:14][O:15][C:16]3[CH:25]=[C:24]4[C:19]([CH2:20][CH2:21][C:22](=[O:26])[NH:23]4)=[CH:18][CH:17]=3)[CH2:10][C:5]=2[CH:4]=[N:3][CH:2]=1.[N:27]1C=[CH:31][CH:30]=[CH:29][C:28]=1N1C=C2CNCCC2=N1. No catalyst specified. The product is [N:27]1[CH:28]=[CH:29][CH:30]=[CH:31][C:2]=1[N:3]1[CH:4]=[C:5]2[CH2:10][N:9]([CH2:11][CH2:12][CH2:13][CH2:14][O:15][C:16]3[CH:25]=[C:24]4[C:19]([CH2:20][CH2:21][C:22](=[O:26])[NH:23]4)=[CH:18][CH:17]=3)[CH2:8][CH2:7][C:6]2=[N:1]1. The yield is 0.320. (2) The catalyst is O1CCOCC1.O.C1C=CC([P]([Pd]([P](C2C=CC=CC=2)(C2C=CC=CC=2)C2C=CC=CC=2)([P](C2C=CC=CC=2)(C2C=CC=CC=2)C2C=CC=CC=2)[P](C2C=CC=CC=2)(C2C=CC=CC=2)C2C=CC=CC=2)(C2C=CC=CC=2)C2C=CC=CC=2)=CC=1. The product is [O:42]=[S:38]1(=[O:41])[CH2:39][CH2:40][N:35]([CH2:34][CH2:33][NH:32][C@:16]23[CH2:28][CH2:27][C@@H:26]([C:29]([CH3:31])=[CH2:30])[C@@H:17]2[C@@H:18]2[C@@:13]([CH3:43])([CH2:14][CH2:15]3)[C@@:12]3([CH3:44])[C@@H:21]([C@:22]4([CH3:25])[C@@H:9]([CH2:10][CH2:11]3)[C:8]([CH3:45])([CH3:46])[C:7]([C:54]3[CH2:55][CH2:56][C@:51]([CH2:50][F:49])([C:66]([O:68][CH2:69][C:70]5[CH:71]=[CH:72][CH:73]=[CH:74][CH:75]=5)=[O:67])[CH2:52][CH:53]=3)=[CH:24][CH2:23]4)[CH2:20][CH2:19]2)[CH2:36][CH2:37]1. The reactants are FC(F)(F)S(O[C:7]1[C:8]([CH3:46])([CH3:45])[C@H:9]2[C@:22]([CH3:25])([CH2:23][CH:24]=1)[C@@H:21]1[C@:12]([CH3:44])([C@@:13]3([CH3:43])[C@H:18]([CH2:19][CH2:20]1)[C@H:17]1[C@H:26]([C:29]([CH3:31])=[CH2:30])[CH2:27][CH2:28][C@:16]1([NH:32][CH2:33][CH2:34][N:35]1[CH2:40][CH2:39][S:38](=[O:42])(=[O:41])[CH2:37][CH2:36]1)[CH2:15][CH2:14]3)[CH2:11][CH2:10]2)(=O)=O.[F:49][CH2:50][C@:51]1([C:66]([O:68][CH2:69][C:70]2[CH:75]=[CH:74][CH:73]=[CH:72][CH:71]=2)=[O:67])[CH2:56][CH2:55][C:54](B2OC(C)(C)C(C)(C)O2)=[CH:53][CH2:52]1.C([O-])([O-])=O.[Na+].[Na+].O. The yield is 0.560.